Dataset: Forward reaction prediction with 1.9M reactions from USPTO patents (1976-2016). Task: Predict the product of the given reaction. (1) Given the reactants [N:1]1([C:7]2[C:8]3[S:28][C:27]([CH2:29][N:30]4[CH2:35][CH2:34][CH:33]([N:36]5[CH2:41][CH2:40][O:39][CH2:38][CH2:37]5)[CH2:32][CH2:31]4)=[CH:26][C:9]=3[N:10]=[C:11]([Sn](CCCC)(CCCC)CCCC)[N:12]=2)[CH2:6][CH2:5][O:4][CH2:3][CH2:2]1.Br[C:43]1[N:48]2[CH:49]=[CH:50][N:51]=[C:47]2[CH:46]=[CH:45][CH:44]=1, predict the reaction product. The product is: [N:51]1[CH:50]=[CH:49][N:48]2[C:43]([C:11]3[N:12]=[C:7]([N:1]4[CH2:6][CH2:5][O:4][CH2:3][CH2:2]4)[C:8]4[S:28][C:27]([CH2:29][N:30]5[CH2:35][CH2:34][CH:33]([N:36]6[CH2:41][CH2:40][O:39][CH2:38][CH2:37]6)[CH2:32][CH2:31]5)=[CH:26][C:9]=4[N:10]=3)=[CH:44][CH:45]=[CH:46][C:47]=12. (2) Given the reactants [CH3:1][C:2]1[N:3]=[C:4]([NH:10][CH3:11])[S:5][C:6]=1[C:7](=[O:9])[CH3:8].[Br:12]Br, predict the reaction product. The product is: [Br:12][CH2:8][C:7]([C:6]1[S:5][C:4]([NH:10][CH3:11])=[N:3][C:2]=1[CH3:1])=[O:9].